Dataset: Catalyst prediction with 721,799 reactions and 888 catalyst types from USPTO. Task: Predict which catalyst facilitates the given reaction. (1) Reactant: [CH3:1][CH:2]([CH2:26][CH2:27][CH2:28][CH:29]([CH3:36])[CH2:30][CH2:31][CH2:32][CH:33]([CH3:35])[CH3:34])[CH2:3][CH2:4][O:5][C:6]1[CH:18]=[CH:17][C:16]2[C:15]3[C:10](=[CH:11][CH:12]=[CH:13][CH:14]=3)[C:9]([C:20]3[CH:25]=[CH:24][CH:23]=[CH:22][CH:21]=3)(O)[C:8]=2[CH:7]=1.C([Br:40])(=O)C. Product: [CH3:1][CH:2]([CH2:26][CH2:27][CH2:28][CH:29]([CH3:36])[CH2:30][CH2:31][CH2:32][CH:33]([CH3:35])[CH3:34])[CH2:3][CH2:4][O:5][C:6]1[CH:18]=[CH:17][C:16]2[C:15]3[C:10](=[CH:11][CH:12]=[CH:13][CH:14]=3)[C:9]([Br:40])([C:20]3[CH:25]=[CH:24][CH:23]=[CH:22][CH:21]=3)[C:8]=2[CH:7]=1. The catalyst class is: 22. (2) Reactant: C([Cu])#N.[Li+].[Cl-].[CH2:6]([O:10][CH:11]1[CH2:16][CH2:15][CH2:14][CH2:13][O:12]1)[CH2:7][C:8]#[CH:9].[Li]CCCC.C(=O)=O.[Cl-].[Na+].O.[N+:28](=[CH:30][C:31]([O:33][CH2:34][CH3:35])=[O:32])=[N-:29]. Product: [O:12]1[CH2:13][CH2:14][CH2:15][CH2:16][CH:11]1[O:10][CH2:6][CH2:7][C:8]1[NH:29][N:28]=[C:30]([C:31]([O:33][CH2:34][CH3:35])=[O:32])[CH:9]=1. The catalyst class is: 1.